From a dataset of Reaction yield outcomes from USPTO patents with 853,638 reactions. Predict the reaction yield, written as a fraction of the theoretical maximum amount of product (1.0 means a 100% yield; for example, 0.34 means a 34% yield). (1) The reactants are [N:1]1[CH:6]=[CH:5][CH:4]=[C:3]([N:7]([CH2:31][CH2:32][C:33]([O:35][CH2:36][CH3:37])=[O:34])[C:8]([C:10]2[CH:30]=[CH:29][C:13]3[N:14]([CH3:28])[C:15]([CH2:17][N:18]([C:20]4[CH:25]=[CH:24][C:23]([C:26]#[N:27])=[CH:22][CH:21]=4)[CH3:19])=[N:16][C:12]=3[CH:11]=2)=[O:9])[CH:2]=1.[ClH:38].C(=O)([O-])[O-].[NH4+:43].[NH4+]. The catalyst is C(O)C. The product is [ClH:38].[N:1]1[CH:6]=[CH:5][CH:4]=[C:3]([N:7]([CH2:31][CH2:32][C:33]([O:35][CH2:36][CH3:37])=[O:34])[C:8]([C:10]2[CH:30]=[CH:29][C:13]3[N:14]([CH3:28])[C:15]([CH2:17][N:18]([C:20]4[CH:25]=[CH:24][C:23]([C:26](=[NH:43])[NH2:27])=[CH:22][CH:21]=4)[CH3:19])=[N:16][C:12]=3[CH:11]=2)=[O:9])[CH:2]=1. The yield is 0.640. (2) The reactants are [C:1]([NH:4][CH2:5][CH2:6][CH:7]1[C:15]2[C:10](=[CH:11][CH:12]=[C:13]([NH:17][C:18](=[O:25])[C:19]3[CH:24]=[CH:23][CH:22]=[CH:21][CH:20]=3)[C:14]=2O)[CH2:9][CH2:8]1)(=[O:3])[CH3:2].C1(C)C=CC(S([O-])(=O)=O)=CC=1.[NH+]1C=CC=CC=1. The catalyst is C1(C)C(C)=CC=CC=1. The product is [C:19]1([C:18]2[O:25][C:14]3[C:15]4[CH:7]([CH2:6][CH2:5][NH:4][C:1](=[O:3])[CH3:2])[CH2:8][CH2:9][C:10]=4[CH:11]=[CH:12][C:13]=3[N:17]=2)[CH:24]=[CH:23][CH:22]=[CH:21][CH:20]=1. The yield is 0.820. (3) The reactants are [F:1][C:2]1[CH:7]=[CH:6][CH:5]=[C:4]([F:8])[C:3]=1[N:9]1[C:14]2[N:15]=[C:16](S(C)=O)[N:17]=[C:18]([C:19]3[CH:20]=[C:21]([CH:28]=[CH:29][C:30]=3[CH3:31])[C:22]([NH:24][CH:25]([CH3:27])[CH3:26])=[O:23])[C:13]=2[CH2:12][NH:11][C:10]1=[O:35].[N:36]1([CH:41]2[CH2:46][CH2:45][NH:44][CH2:43][CH2:42]2)[CH2:40][CH2:39][CH2:38][CH2:37]1. The catalyst is C(Cl)Cl. The product is [F:1][C:2]1[CH:7]=[CH:6][CH:5]=[C:4]([F:8])[C:3]=1[N:9]1[C:14]2[N:15]=[C:16]([N:44]3[CH2:45][CH2:46][CH:41]([N:36]4[CH2:40][CH2:39][CH2:38][CH2:37]4)[CH2:42][CH2:43]3)[N:17]=[C:18]([C:19]3[CH:20]=[C:21]([CH:28]=[CH:29][C:30]=3[CH3:31])[C:22]([NH:24][CH:25]([CH3:27])[CH3:26])=[O:23])[C:13]=2[CH2:12][NH:11][C:10]1=[O:35]. The yield is 0.790. (4) The reactants are [C:1]1([NH:7][C:8]([C:10]2[N:14]3[N:15]=[C:16](Cl)[CH:17]=[CH:18][C:13]3=[N:12][C:11]=2[CH3:20])=[O:9])[CH:6]=[CH:5][CH:4]=[CH:3][CH:2]=1.[CH3:21][O:22][C:23]1[CH:30]=[CH:29][C:26]([CH2:27][NH2:28])=[CH:25][CH:24]=1.[CH3:31][N:32](C)[CH:33]=O. No catalyst specified. The product is [C:1]1([NH:7][C:8]([C:10]2[N:14]3[N:15]=[C:16]([NH:28][CH2:27][C:26]4[CH:29]=[CH:30][C:23]([O:22][CH3:21])=[CH:24][CH:25]=4)[CH:17]=[CH:18][C:13]3=[N:12][C:11]=2[CH3:20])=[O:9])[CH:6]=[CH:5][CH:4]=[CH:3][CH:2]=1.[CH3:31][N:32]([CH3:33])[C:16]1[CH:17]=[CH:18][C:13]2[N:14]([C:10]([C:8]([NH:7][C:1]3[CH:6]=[CH:5][CH:4]=[CH:3][CH:2]=3)=[O:9])=[C:11]([CH3:20])[N:12]=2)[N:15]=1. The yield is 0.320. (5) The reactants are [Cl:1][C:2]1[CH:6]=[N:5][N:4]([CH3:7])[C:3]=1[C:8]1[CH:9]=[C:10]([NH2:16])[CH:11]=[CH:12][C:13]=1[O:14][CH3:15].[C:17]([C:19]1[CH:20]=[C:21]([N:25]=[C:26]=[O:27])[CH:22]=[CH:23][CH:24]=1)#[N:18]. No catalyst specified. The product is [Cl:1][C:2]1[CH:6]=[N:5][N:4]([CH3:7])[C:3]=1[C:8]1[CH:9]=[C:10]([NH:16][C:26]([NH:25][C:21]2[CH:22]=[CH:23][CH:24]=[C:19]([C:17]#[N:18])[CH:20]=2)=[O:27])[CH:11]=[CH:12][C:13]=1[O:14][CH3:15]. The yield is 0.650.